Predict the reactants needed to synthesize the given product. From a dataset of Full USPTO retrosynthesis dataset with 1.9M reactions from patents (1976-2016). (1) Given the product [Cl:23][C:24]1[CH:25]=[C:26]([CH:30]=[CH:31][C:32]=1[Cl:33])[C:27]([NH:1][C@@H:2]1[C:11]2[C:6](=[CH:7][CH:8]=[C:9]([N+:12]([O-:14])=[O:13])[CH:10]=2)[CH2:5][CH2:4][C@H:3]1[OH:15])=[O:28], predict the reactants needed to synthesize it. The reactants are: [NH2:1][C@@H:2]1[C:11]2[C:6](=[CH:7][CH:8]=[C:9]([N+:12]([O-:14])=[O:13])[CH:10]=2)[CH2:5][CH2:4][C@H:3]1[OH:15].C(N(CC)CC)C.[Cl:23][C:24]1[CH:25]=[C:26]([CH:30]=[CH:31][C:32]=1[Cl:33])[C:27](Cl)=[O:28]. (2) The reactants are: [OH-].[Na+].[CH:3]1([C:6]2[C:29]([CH:30]3[CH2:32][CH2:31]3)=[CH:28][C:9]([CH2:10][N:11]3[CH2:16][CH2:15][CH:14]([N:17]4[CH:22]=[CH:21][C:20]([C:23]([O:25]C)=[O:24])=[CH:19][C:18]4=[O:27])[CH2:13][CH2:12]3)=[C:8]([O:33][CH:34]([CH3:36])[CH3:35])[CH:7]=2)[CH2:5][CH2:4]1. Given the product [CH:3]1([C:6]2[C:29]([CH:30]3[CH2:31][CH2:32]3)=[CH:28][C:9]([CH2:10][N:11]3[CH2:16][CH2:15][CH:14]([N:17]4[CH:22]=[CH:21][C:20]([C:23]([OH:25])=[O:24])=[CH:19][C:18]4=[O:27])[CH2:13][CH2:12]3)=[C:8]([O:33][CH:34]([CH3:36])[CH3:35])[CH:7]=2)[CH2:4][CH2:5]1, predict the reactants needed to synthesize it. (3) Given the product [F:12][C:13]1[CH:23]=[CH:22][C:16]2[S:24](=[O:28])(=[O:25])[CH2:18][CH2:19][CH2:20][O:21][C:15]=2[CH:14]=1, predict the reactants needed to synthesize it. The reactants are: ClC1C=CC=C(C(OO)=O)C=1.[F:12][C:13]1[CH:23]=[CH:22][C:16]2S[CH2:18][CH2:19][CH2:20][O:21][C:15]=2[CH:14]=1.[S:24]([O-:28])([O-])(=O)=[O:25].[Mg+2].O. (4) Given the product [C:46]([NH:49][NH:50][C:8](=[O:10])[C:7]1[CH:11]=[C:3]([CH2:1][CH3:2])[C:4]([O:13][CH3:14])=[N:5][C:6]=1[CH3:12])(=[O:48])[CH3:47], predict the reactants needed to synthesize it. The reactants are: [CH2:1]([C:3]1[C:4]([O:13][CH3:14])=[N:5][C:6]([CH3:12])=[C:7]([CH:11]=1)[C:8]([OH:10])=O)[CH3:2].F[B-](F)(F)F.O=C1C=CC=CN1OC(N(C)C)=[N+](C)C.O.OC1C2N=NNC=2C=CC=1.[C:46]([NH:49][NH2:50])(=[O:48])[CH3:47].C(N(C(C)C)C(C)C)C. (5) Given the product [CH3:9][CH:7]([CH3:8])[CH2:6][CH:5]([C:10]1[CH:11]=[C:12]([C:24]2[CH:25]=[CH:26][C:27]([C:30]([F:32])([F:31])[F:33])=[CH:28][CH:29]=2)[CH:13]=[C:14]([C:38]2[CH:37]=[C:36]([F:35])[C:41]([F:42])=[C:40]([F:43])[CH:39]=2)[CH:15]=1)[C:4]([OH:3])=[O:34], predict the reactants needed to synthesize it. The reactants are: C([O:3][C:4](=[O:34])[CH:5]([C:10]1[CH:11]=[C:12]([C:24]2[CH:29]=[CH:28][C:27]([C:30]([F:33])([F:32])[F:31])=[CH:26][CH:25]=2)[CH:13]=[C:14](OS(C(F)(F)F)(=O)=O)[CH:15]=1)[CH2:6][CH:7]([CH3:9])[CH3:8])C.[F:35][C:36]1[CH:37]=[C:38](B(O)O)[CH:39]=[C:40]([F:43])[C:41]=1[F:42]. (6) Given the product [Cl:1][C:2]1[CH:7]=[CH:6][CH:5]=[CH:4][C:3]=1[CH2:8][CH:9]=[O:10], predict the reactants needed to synthesize it. The reactants are: [Cl:1][C:2]1[CH:7]=[CH:6][CH:5]=[CH:4][C:3]=1[CH:8]=[CH:9][O:10]C.Cl.C(=O)(O)[O-].[Na+]. (7) Given the product [Br:1][CH2:9][CH2:8][C:5]1[CH:6]=[CH:7][N:2]=[CH:3][CH:4]=1, predict the reactants needed to synthesize it. The reactants are: [BrH:1].[N:2]1[CH:7]=[CH:6][C:5]([CH2:8][CH2:9]O)=[CH:4][CH:3]=1.